Dataset: Forward reaction prediction with 1.9M reactions from USPTO patents (1976-2016). Task: Predict the product of the given reaction. (1) Given the reactants Br[C:2]1[CH:3]=[C:4]([N:8]2[CH2:16][CH:15]3[CH2:17][N:11]4[CH2:12][CH:13]([CH2:18][CH:9]2[CH2:10]4)[CH2:14]3)[CH:5]=[N:6][CH:7]=1.[S:19]1[CH:23]=[CH:22][C:21](B(O)O)=[CH:20]1, predict the reaction product. The product is: [S:19]1[CH:23]=[CH:22][C:21]([C:2]2[CH:3]=[C:4]([N:8]3[CH2:16][CH:15]4[CH2:17][N:11]5[CH2:12][CH:13]([CH2:18][CH:9]3[CH2:10]5)[CH2:14]4)[CH:5]=[N:6][CH:7]=2)=[CH:20]1. (2) The product is: [CH3:7][O:8][C:9]1[CH:10]=[C:11](/[CH:12]=[CH:13]/[C:14]([NH:22][C:23]2[CH:35]=[C:34]([CH2:36][CH2:37][C:38]3[CH:39]=[CH:40][CH:41]=[CH:42][CH:43]=3)[CH:33]=[CH:32][C:24]=2[C:25]([O:27][C:28]([CH3:31])([CH3:30])[CH3:29])=[O:26])=[O:16])[CH:17]=[CH:18][C:19]=1[O:20][CH3:21]. Given the reactants C(Cl)(=O)C(Cl)=O.[CH3:7][O:8][C:9]1[CH:10]=[C:11]([CH:17]=[CH:18][C:19]=1[O:20][CH3:21])[CH:12]=[CH:13][C:14]([OH:16])=O.[NH2:22][C:23]1[CH:35]=[C:34]([CH2:36][CH2:37][C:38]2[CH:43]=[CH:42][CH:41]=[CH:40][CH:39]=2)[CH:33]=[CH:32][C:24]=1[C:25]([O:27][C:28]([CH3:31])([CH3:30])[CH3:29])=[O:26], predict the reaction product. (3) The product is: [N:1]([CH:4]([C:7]1[N:8]=[C:9]2[CH:18]=[CH:17][CH:16]=[C:15]([CH3:19])[N:10]2[C:11](=[O:14])[C:12]=1[C:20]1[CH:25]=[CH:24][CH:23]=[CH:22][CH:21]=1)[CH2:5][CH3:6])=[N+:2]=[N-:3]. Given the reactants [N:1]([CH:4]([C:7]1[N:8]=[C:9]2[CH:18]=[CH:17][CH:16]=[C:15]([CH3:19])[N:10]2[C:11](=[O:14])[C:12]=1I)[CH2:5][CH3:6])=[N+:2]=[N-:3].[C:20]1(B(O)O)[CH:25]=[CH:24][CH:23]=[CH:22][CH:21]=1.C(=O)([O-])[O-].[Na+].[Na+], predict the reaction product.